Dataset: Experimentally validated miRNA-target interactions with 360,000+ pairs, plus equal number of negative samples. Task: Binary Classification. Given a miRNA mature sequence and a target amino acid sequence, predict their likelihood of interaction. (1) The protein sequence of the target gene is MSRRALRRLRGEQRGQEPLGPGALHFDLRDDDDAEEEGPKRELGVRRPGGAGKEGVRVNNRFELINIDDLEDDPVVNGERSGCALTDAVAPGNKGRGQRGNTESKTDGDDTETVPSEQSHASGKLRKKKKKQKNKKSSTGEASENGLEDIDRILERIEDSTGLNRPGPAPLSSRKHVLYVEHRHLNPDTELKRYFGARAILGEQRPRQRQRVYPKCTWLTTPKSTWPRYSKPGLSMRLLESKKGLSFFAFEHSEEYQQAQHKFLVAVESMEPNNIVVLLQTSPYHVDSLLQLSDACRFQE.... The miRNA is hsa-miR-17-3p with sequence ACUGCAGUGAAGGCACUUGUAG. Result: 0 (no interaction). (2) The miRNA is rno-miR-200a-3p with sequence UAACACUGUCUGGUAACGAUGU. The protein sequence of the target gene is MMARARLAAALIPATAILSCLRTESWDPCVQVVPNISYQCMELNLYKIPDNIPISTKMLDLSFNYLRHLGSHNFSSFPELQVLDLSRCEIKIIEDDTFQGLNHLSTLILTGNPIQSLAWGAFSGLSSLQKLVAVETNLVSLNDFPIGHLKNLKELNVAHNFIHSFKLPEYFSNLPNLEHLDLSNNKIQNIYYEDVKVLHQMPLLNLSLDLSLNPLDFIEPGTFKEIKLNGLTLRSNFNSSHVMKTCIQGLAGLKTNRLVLGEFKNERKLQRFDRSFLEGLCNLTIEQFRIAYLDKFSGDD.... Result: 0 (no interaction). (3) The miRNA is hsa-miR-126-3p with sequence UCGUACCGUGAGUAAUAAUGCG. The protein sequence of the target gene is MSDEGSRGSRLPLALPPASQGCSSGGGGGGSSAGGSGNSRPPRNLQGLLQMAITAGSEEPDPPPEPMSEERRQWLQEAMSAAFRGQREEVEQMKSCLRVLSQPMPPTAGEAEQAADQQEREGALELLADLCENMDNAADFCQLSGMHLLVGRYLEAGAAGLRWRAAQLIGTCSQNVAAIQEQVLGLGALRKLLRLLDRDACDTVRVKALFAISCLVREQEAGLLQFLRLDGFSVLMRAMQQQVQKLKVKSAFLLQNLLVGHPEHKGTLCSMGMVQQLVALVRTEHSPFHEHVLGALCSLV.... Result: 0 (no interaction). (4) The miRNA is hsa-miR-520a-5p with sequence CUCCAGAGGGAAGUACUUUCU. The protein sequence of the target gene is MAVFDTPEEAFGVLRPVCVQLTKTQTVENVEHLQTRLQAVSDSALQELQQYILFPLRFTLKTPGPKRERLIQSVVECLTFVLSSTCVKEQELLQELFSELSACLYSPSSQKPAAVSEELKLAVIQGLSTLMHSAYGDIILTFYEPSILPRLGFAVSLLLGLAEQEKSKQIKIAALKCLQVLLLQCDCQDHPRSLDELEQKQLGDLFASFLPGISTALTRLITGDFKQGHSIVVSSLKIFYKTVSFIMADEQLKRISKVQAKPAVEHRVAELMVYREADWVKKTGDKLTILIKKIIECVSV.... Result: 0 (no interaction). (5) The miRNA is hsa-miR-4747-5p with sequence AGGGAAGGAGGCUUGGUCUUAG. The protein sequence of the target gene is MALKMVKGSIDRMFDKNLQDLVRGIRNHKEDEAKYISQCIDEIKQELKQDNIAVKANAVCKLTYLQMLGYDISWAAFNIIEVMSASKFTFKRVGYLAASQCFHEGTDVIMLTTNQIRKDLSSPSQYDTGVALTGLSCFVTPDLARDLANDIMTLMSHTKPYIRKKAVLIMYKVFLKYPESLRPAFPRLKEKLEDPDPGVQSAAVNVICELARRNPKNYLSLAPLFFKLMTSSTNNWVLIKIIKLFGALTPLEPRLGKKLIEPLTNLIHSTSAMSLLYECVNTVIAVLISLSSGMPNHSAS.... Result: 0 (no interaction). (6) The miRNA is mmu-miR-700-3p with sequence CACGCGGGAACCGAGUCCACC. The protein sequence of the target gene is MAAKGAHGTHLKVESEVERCRAEGQWDRMFELARHLQMLGISGGGSSNRRNSPSGRFTTLDTDDFVKLLLAEALLEQCLKDNHDKIKNSIPLLEKTDHRLNEAKDHLSSLLNNGKLPPQYMCEAMLILGKLHYVEGSYRDAVSMYARAGIDDISVENKPLYQMRLLSEAFVIKGLSLERLPNSVASHIRLTEREEEVVACFERASWVAQVFLQELEKTSNNSTSRHLKGSLSPDYELSYFLEAALQSAYVKNLKKGNIVKGMRELREILRTVETKATQNFKVVAAKHLAGVLLHSLSEDC.... Result: 0 (no interaction). (7) The miRNA is hsa-miR-3614-5p with sequence CCACUUGGAUCUGAAGGCUGCCC. The protein sequence of the target gene is MASSETEIRWAEPGLGKGPQRRRWAWAEDKRDVDRSSSQSWEEERLFPNATSPELLEDFRLAQQHLPPLEWDPHPQPDGHQDSESGETSGEEAEAEDVDSPASSHEPLAWLPQQGRQLDMTEEEPDGTLGSLEVEEAGESSSRLGYEAGLSLEGHGNTSPMALGHGQARGWVASGEQASGDKLSEHSEVNPSVELSPARSWSSGTVSLDHPSDSLDSTWEGETDGPQPTALAETLPEGPSHHLLSPDGRTGGSVARATPMEFQDSSAPPAQSPQHATDRWRRETTRFFCPQPKEHIWKQT.... Result: 1 (interaction). (8) The miRNA is hsa-miR-215-5p with sequence AUGACCUAUGAAUUGACAGAC. The protein sequence of the target gene is MEKGPVRAPAEKPRGARCSNGFPERDPPRPGPSRPAEKPPRPEAKSAQPADGWKGERPRSEEDNELNLPNLAAAYSSILSSLGENPQRQGLLKTPWRAASAMQFFTKGYQETISDVLNDAIFDEDHDEMVIVKDIDMFSMCEHHLVPFVGKVHIGYLPNKQVLGLSKLARIVEIYSRRLQVQERLTKQIAVAITEALRPAGVGVVVEATHMCMVMRGVQKMNSKTVTSTMLGVFREDPKTREEFLTLIRS. Result: 1 (interaction). (9) Result: 0 (no interaction). The protein sequence of the target gene is MATEGMILTNHDHQIRVGVLTVSDSCFRNLAEDRSGINLKDLVQDPSLLGGTISAYKIVPDEIEEIKETLIDWCDEKELNLILTTGGTGFAPRDVTPEATKEVIEREAPGMALAMLMGSLNVTPLGMLSRPVCGIRGKTLIINLPGSKKGSQECFQFILPALPHAIDLLRDAIVKVKEVHDELEDLPSPPPPLSPPPTTSPHKQTEDKGVQCEEEEEEKKDSGVASTEDSSSSHITAAALAAKIPDSIISRGVQVLPRDTASLSTTPSESPRAQATSRLSTASCPTPKQIRRPDESKGVA.... The miRNA is mmu-miR-1892 with sequence AUUUGGGGACGGGAGGGAGGAU.